Task: Predict the reaction yield, written as a fraction of the theoretical maximum amount of product (1.0 means a 100% yield; for example, 0.34 means a 34% yield).. Dataset: Reaction yield outcomes from USPTO patents with 853,638 reactions (1) The reactants are C(OC([NH:8][CH:9]([CH2:13][C:14]1[CH:19]=[CH:18][C:17]([O:20][C:21]2[CH:26]=[CH:25][C:24]([C:27](=[O:30])[NH:28][OH:29])=[CH:23][CH:22]=2)=[CH:16][CH:15]=1)[C:10]([OH:12])=[O:11])=O)(C)(C)C.C(Cl)[Cl:32]. No catalyst specified. The product is [ClH:32].[NH2:8][CH:9]([CH2:13][C:14]1[CH:15]=[CH:16][C:17]([O:20][C:21]2[CH:26]=[CH:25][C:24]([C:27](=[O:30])[NH:28][OH:29])=[CH:23][CH:22]=2)=[CH:18][CH:19]=1)[C:10]([OH:12])=[O:11]. The yield is 1.00. (2) The reactants are O1CCCC1.[F:6][C:7]([F:17])=[C:8]([CH3:16])[CH2:9][CH2:10][CH2:11][C:12](OC)=[O:13].[BH4-].[Na+].CO. The catalyst is O. The product is [F:6][C:7]([F:17])=[C:8]([CH3:16])[CH2:9][CH2:10][CH2:11][CH2:12][OH:13]. The yield is 0.820. (3) The reactants are CC([O-])(C)C.[K+].[F:7][C:8]1[CH:13]=[C:12]([N:14]2[CH2:18][C:17](F)([F:19])[C:16](F)([F:21])[CH2:15]2)[CH:11]=[CH:10][C:9]=1[N:23]1[CH:28]=[C:27]([O:29][CH3:30])[C:26](=[O:31])[C:25]([C:32]2[N:36]([C:37]3[CH:42]=[CH:41][CH:40]=[CH:39][CH:38]=3)[N:35]=[CH:34][CH:33]=2)=[N:24]1.O. The catalyst is CS(C)=O. The product is [F:21][C:16]1[C:17]([F:19])=[CH:18][N:14]([C:12]2[CH:11]=[CH:10][C:9]([N:23]3[CH:28]=[C:27]([O:29][CH3:30])[C:26](=[O:31])[C:25]([C:32]4[N:36]([C:37]5[CH:42]=[CH:41][CH:40]=[CH:39][CH:38]=5)[N:35]=[CH:34][CH:33]=4)=[N:24]3)=[C:8]([F:7])[CH:13]=2)[CH:15]=1. The yield is 0.320. (4) The reactants are C(OC([N:8]1[CH2:13][CH2:12][CH:11]([C:14](=[O:33])[NH:15][C:16]2[S:17][C:18]3[C:24]([N:25]4[CH2:30][CH2:29][O:28][CH2:27][CH2:26]4)=[CH:23][CH:22]=[C:21]([O:31][CH3:32])[C:19]=3[N:20]=2)[CH2:10][CH2:9]1)=O)(C)(C)C. The catalyst is FC(F)(F)C(O)=O. The product is [CH3:32][O:31][C:21]1[C:19]2[N:20]=[C:16]([NH:15][C:14]([CH:11]3[CH2:10][CH2:9][NH:8][CH2:13][CH2:12]3)=[O:33])[S:17][C:18]=2[C:24]([N:25]2[CH2:26][CH2:27][O:28][CH2:29][CH2:30]2)=[CH:23][CH:22]=1. The yield is 0.770.